From a dataset of Reaction yield outcomes from USPTO patents with 853,638 reactions. Predict the reaction yield, written as a fraction of the theoretical maximum amount of product (1.0 means a 100% yield; for example, 0.34 means a 34% yield). (1) The reactants are C[O:2][C:3]([C:5]1[CH:6]=[C:7]([C:13]2[CH:18]=[CH:17][CH:16]=[CH:15][CH:14]=2)[CH:8]=[C:9]([O:11][CH3:12])[CH:10]=1)=[O:4].O[Li].O. The catalyst is C1COCC1.O. The product is [CH3:12][O:11][C:9]1[CH:10]=[C:5]([C:3]([OH:4])=[O:2])[CH:6]=[C:7]([C:13]2[CH:18]=[CH:17][CH:16]=[CH:15][CH:14]=2)[CH:8]=1. The yield is 0.956. (2) The yield is 0.375. The product is [C:1]([O:5][C:6]([N:8]([C:25]1[CH:30]=[C:29]([N:31]2[CH2:36][CH2:35][N:34]([C:37]([O:39][C:40]([CH3:43])([CH3:42])[CH3:41])=[O:38])[CH2:33][CH2:32]2)[N:28]=[C:27]([C:51]2[CH:50]=[CH:49][CH:48]=[C:47]([O:46][CH3:45])[CH:52]=2)[N:26]=1)[C:9]1[CH:10]=[C:11]2[C:15](=[CH:16][CH:17]=1)[N:14]([C:18]([O:20][C:21]([CH3:24])([CH3:23])[CH3:22])=[O:19])[N:13]=[CH:12]2)=[O:7])([CH3:4])([CH3:3])[CH3:2]. The catalyst is O1CCOCC1.C1C=CC(P(C2C=CC=CC=2)[C-]2C=CC=C2)=CC=1.C1C=CC(P(C2C=CC=CC=2)[C-]2C=CC=C2)=CC=1.Cl[Pd]Cl.[Fe+2]. The reactants are [C:1]([O:5][C:6]([N:8]([C:25]1[CH:30]=[C:29]([N:31]2[CH2:36][CH2:35][N:34]([C:37]([O:39][C:40]([CH3:43])([CH3:42])[CH3:41])=[O:38])[CH2:33][CH2:32]2)[N:28]=[C:27](Cl)[N:26]=1)[C:9]1[CH:10]=[C:11]2[C:15](=[CH:16][CH:17]=1)[N:14]([C:18]([O:20][C:21]([CH3:24])([CH3:23])[CH3:22])=[O:19])[N:13]=[CH:12]2)=[O:7])([CH3:4])([CH3:3])[CH3:2].[CH3:45][O:46][C:47]1[CH:48]=[C:49](B(O)O)[CH:50]=[CH:51][CH:52]=1.C([O-])([O-])=O.[Na+].[Na+].O. (3) The reactants are OO.C([C@H]1COC(=O)N1[C:16](=[O:32])[C@@H:17]([NH:24][C:25](=[O:31])[O:26][C:27]([CH3:30])([CH3:29])[CH3:28])[C:18]1([CH3:23])[CH2:22][CH2:21][CH2:20][CH2:19]1)C1C=CC=CC=1.O.[OH-].[Li+].S([O-])([O-])=[O:37].[Na+].[Na+].C(=O)([O-])O.[Na+].Cl. The catalyst is O1CCCC1.O. The product is [C:27]([O:26][C:25]([NH:24][C@@H:17]([C:18]1([CH3:23])[CH2:19][CH2:20][CH2:21][CH2:22]1)[C:16]([OH:32])=[O:37])=[O:31])([CH3:28])([CH3:29])[CH3:30]. The yield is 0.760. (4) The reactants are [NH2:1][C:2]1[C:6]([Cl:7])=[CH:5][N:4]([CH2:8][C:9]([OH:11])=[O:10])[N:3]=1.[Si](C=[N+]=[N-])(C)(C)[CH3:13]. The catalyst is C(Cl)Cl.CO. The product is [NH2:1][C:2]1[C:6]([Cl:7])=[CH:5][N:4]([CH2:8][C:9]([O:11][CH3:13])=[O:10])[N:3]=1. The yield is 0.742. (5) The catalyst is CN(C=O)C.O. The product is [C:22]([O:21][C:20]([NH:19][C@@H:3]1[C:2](=[O:1])[N:8]([CH2:28][C:29]([O:31][CH3:32])=[O:30])[C:7]2[CH:9]=[CH:10][CH:11]=[CH:12][C:6]=2[O:5][C@@H:4]1[C:13]1[CH:18]=[CH:17][CH:16]=[CH:15][CH:14]=1)=[O:26])([CH3:23])([CH3:25])[CH3:24]. The reactants are [O:1]=[C:2]1[NH:8][C:7]2[CH:9]=[CH:10][CH:11]=[CH:12][C:6]=2[O:5][C@H:4]([C:13]2[CH:18]=[CH:17][CH:16]=[CH:15][CH:14]=2)[C@@H:3]1[NH:19][C:20](=[O:26])[O:21][C:22]([CH3:25])([CH3:24])[CH3:23].Br[CH2:28][C:29]([O:31][CH3:32])=[O:30].C(=O)([O-])[O-].[Cs+].[Cs+]. The yield is 0.970.